The task is: Predict the reaction yield, written as a fraction of the theoretical maximum amount of product (1.0 means a 100% yield; for example, 0.34 means a 34% yield).. This data is from Reaction yield outcomes from USPTO patents with 853,638 reactions. The reactants are Cl[S:2]([C:5]1[CH:6]=[C:7]([CH:12]=[CH:13][C:14]=1[O:15][CH:16]1[CH2:18][CH2:17]1)[C:8]([O:10][CH3:11])=[O:9])(=[O:4])=[O:3].[O:19]1[CH2:25][CH:24]([OH:26])[CH2:23][NH:22][CH2:21][CH2:20]1. The catalyst is CC#N. The product is [CH:16]1([O:15][C:14]2[CH:13]=[CH:12][C:7]([C:8]([O:10][CH3:11])=[O:9])=[CH:6][C:5]=2[S:2]([N:22]2[CH2:23][CH:24]([OH:26])[CH2:25][O:19][CH2:20][CH2:21]2)(=[O:4])=[O:3])[CH2:18][CH2:17]1. The yield is 0.578.